Task: Predict the product of the given reaction.. Dataset: Forward reaction prediction with 1.9M reactions from USPTO patents (1976-2016) (1) Given the reactants Cl.[Cl:2][C:3]1[CH:4]=[CH:5][C:6]([S:11]([CH2:14][CH3:15])(=[O:13])=[O:12])=[C:7]([CH:10]=1)[CH2:8][NH2:9].[F:16][C:17]([F:28])([F:27])[C:18]1[N:23]=[C:22]([C:24](O)=[O:25])[CH:21]=[CH:20][CH:19]=1.CC(OC(N1CCN(CC2C=CC(C([O-])=O)=CC=2C(F)(F)F)CC1)=O)(C)C, predict the reaction product. The product is: [Cl:2][C:3]1[CH:4]=[CH:5][C:6]([S:11]([CH2:14][CH3:15])(=[O:13])=[O:12])=[C:7]([CH2:8][NH:9][C:24]([C:22]2[CH:21]=[CH:20][CH:19]=[C:18]([C:17]([F:28])([F:16])[F:27])[N:23]=2)=[O:25])[CH:10]=1. (2) Given the reactants [C:1]([NH:4][C:5]([CH2:16][CH2:17][C:18]1[CH:23]=[CH:22][C:21]([S:24][C:25]2[CH:30]=[CH:29][C:28]([C:31](=[O:34])[CH2:32]Cl)=[CH:27][CH:26]=2)=[CH:20][CH:19]=1)([C:11]([O:13][CH2:14][CH3:15])=[O:12])[C:6]([O:8][CH2:9][CH3:10])=[O:7])(=[O:3])[CH3:2].[C:35]([OH:40])(=[O:39])[CH:36]([CH3:38])[CH3:37].CCN(CC)CC, predict the reaction product. The product is: [C:1]([NH:4][C:5]([CH2:16][CH2:17][C:18]1[CH:23]=[CH:22][C:21]([S:24][C:25]2[CH:30]=[CH:29][C:28]([C:31](=[O:34])[CH2:32][O:40][C:35](=[O:39])[CH:36]([CH3:38])[CH3:37])=[CH:27][CH:26]=2)=[CH:20][CH:19]=1)([C:11]([O:13][CH2:14][CH3:15])=[O:12])[C:6]([O:8][CH2:9][CH3:10])=[O:7])(=[O:3])[CH3:2].